Dataset: Forward reaction prediction with 1.9M reactions from USPTO patents (1976-2016). Task: Predict the product of the given reaction. (1) Given the reactants [CH2:1]([CH:3]([C:6]1[C:7]2[N:8]([CH:13]=[C:14]([CH3:16])[N:15]=2)[N:9]=[C:10]([CH3:12])[CH:11]=1)[CH2:4][CH3:5])[CH3:2].[Br:17][C:18]1[C:22]([Br:23])=[C:21](Br)[N:20]([CH3:25])[N:19]=1.C(=O)([O-])[O-].[Cs+].[Cs+], predict the reaction product. The product is: [Br:23][C:22]1[C:18]([Br:17])=[N:19][N:20]([CH3:25])[C:21]=1[C:13]1[N:8]2[N:9]=[C:10]([CH3:12])[CH:11]=[C:6]([CH:3]([CH2:4][CH3:5])[CH2:1][CH3:2])[C:7]2=[N:15][C:14]=1[CH3:16]. (2) Given the reactants [C:1]1([C:13](Cl)=[O:14])[CH:6]=[C:5]([C:7](Cl)=[O:8])[CH:4]=[C:3](C(Cl)=O)[CH:2]=1.C1(N)C=CC=C(N)C=1.NC1C=CC=CC=1.C[CH:32]([OH:35])CN, predict the reaction product. The product is: [C:13](=[C:1]1[CH2:2][CH:3]=[CH:4][C:5](=[C:7]=[O:8])[C:6]1=[C:32]=[O:35])=[O:14]. (3) Given the reactants [CH2:1]([O:3][C:4](=[O:29])[CH2:5][C:6]1[CH:11]=[CH:10][C:9]([O:12][CH3:13])=[C:8]([O:14][C:15]2[CH:20]=[CH:19][C:18](Br)=[CH:17][C:16]=2[CH2:22][N:23]2[CH2:27][CH2:26][O:25][C:24]2=[O:28])[CH:7]=1)[CH3:2].[C:30](=[NH:43])([C:37]1[CH:42]=[CH:41][CH:40]=[CH:39][CH:38]=1)[C:31]1[CH:36]=[CH:35][CH:34]=[CH:33][CH:32]=1, predict the reaction product. The product is: [CH2:1]([O:3][C:4](=[O:29])[CH2:5][C:6]1[CH:11]=[CH:10][C:9]([O:12][CH3:13])=[C:8]([O:14][C:15]2[CH:20]=[CH:19][C:18]([N:43]=[C:30]([C:31]3[CH:36]=[CH:35][CH:34]=[CH:33][CH:32]=3)[C:37]3[CH:42]=[CH:41][CH:40]=[CH:39][CH:38]=3)=[CH:17][C:16]=2[CH2:22][N:23]2[CH2:27][CH2:26][O:25][C:24]2=[O:28])[CH:7]=1)[CH3:2]. (4) Given the reactants CS(O[CH2:6][C@H:7]([NH:9][C:10]([O:12][C:13]([CH3:16])([CH3:15])[CH3:14])=[O:11])[CH3:8])(=O)=O.[N-:17]=[N+:18]=[N-:19].[Na+], predict the reaction product. The product is: [N:17]([CH2:6][C@@H:7]([NH:9][C:10](=[O:11])[O:12][C:13]([CH3:16])([CH3:15])[CH3:14])[CH3:8])=[N+:18]=[N-:19].